This data is from Reaction yield outcomes from USPTO patents with 853,638 reactions. The task is: Predict the reaction yield, written as a fraction of the theoretical maximum amount of product (1.0 means a 100% yield; for example, 0.34 means a 34% yield). (1) The reactants are [Cl:1][C:2]1[C:3]2[C:10]([CH3:11])=[C:9]([C:12]3[CH:17]=[CH:16][CH:15]=[CH:14][CH:13]=3)[S:8][C:4]=2[N:5]=[CH:6][N:7]=1.[CH3:18][O:19][C:20]1[CH:25]=[CH:24][C:23]([O:26][CH3:27])=[CH:22][C:21]=1[NH2:28]. The catalyst is C(O)(C)C.Cl. The product is [ClH:1].[CH3:18][O:19][C:20]1[CH:25]=[CH:24][C:23]([O:26][CH3:27])=[CH:22][C:21]=1[NH:28][C:2]1[C:3]2[C:10]([CH3:11])=[C:9]([C:12]3[CH:17]=[CH:16][CH:15]=[CH:14][CH:13]=3)[S:8][C:4]=2[N:5]=[CH:6][N:7]=1. The yield is 0.660. (2) The reactants are Cl[C:2]1[CH:7]=[C:6]([O:8][C:9]2[CH:14]=[CH:13][C:12]([NH2:15])=[C:11]([F:16])[C:10]=2[CH3:17])[CH:5]=[CH:4][N:3]=1.[CH3:18][N:19]1[CH:23]=[C:22](B2OC(C)(C)C(C)(C)O2)[CH:21]=[N:20]1.C([O-])([O-])=O.[Na+].[Na+]. The catalyst is C1C=CC([P]([Pd]([P](C2C=CC=CC=2)(C2C=CC=CC=2)C2C=CC=CC=2)([P](C2C=CC=CC=2)(C2C=CC=CC=2)C2C=CC=CC=2)[P](C2C=CC=CC=2)(C2C=CC=CC=2)C2C=CC=CC=2)(C2C=CC=CC=2)C2C=CC=CC=2)=CC=1. The product is [F:16][C:11]1[C:10]([CH3:17])=[C:9]([O:8][C:6]2[CH:5]=[CH:4][N:3]=[C:2]([C:22]3[CH:21]=[N:20][N:19]([CH3:18])[CH:23]=3)[CH:7]=2)[CH:14]=[CH:13][C:12]=1[NH2:15]. The yield is 0.750. (3) The product is [CH3:1][C:2]1[C:6]([CH2:7][N:8]2[CH:12]=[C:11]([N:13]3[C:17](=[O:18])[CH2:16][N:15]([CH2:19][C:20]4[CH:25]=[CH:24][CH:23]=[CH:22][C:21]=4[O:26][CH2:32][CH2:31][O:30][CH3:29])[C:14]3=[O:27])[CH:10]=[N:9]2)=[C:5]([CH3:28])[O:4][N:3]=1. No catalyst specified. The yield is 0.190. The reactants are [CH3:1][C:2]1[C:6]([CH2:7][N:8]2[CH:12]=[C:11]([N:13]3[C:17](=[O:18])[CH2:16][N:15]([CH2:19][C:20]4[CH:25]=[CH:24][CH:23]=[CH:22][C:21]=4[OH:26])[C:14]3=[O:27])[CH:10]=[N:9]2)=[C:5]([CH3:28])[O:4][N:3]=1.[CH3:29][O:30][CH2:31][CH2:32]Br. (4) The reactants are [NH2:1][C:2]1[C:11]2[S:10](=[O:13])(=[O:12])[N:9]=[C:8]([C:14]3[C:15](=[O:30])[N:16]([NH:25][CH2:26][CH:27]([CH3:29])[CH3:28])[C:17]4[C:22]([C:23]=3[OH:24])=[CH:21][CH:20]=[CH:19][CH:18]=4)[NH:7][C:6]=2[CH:5]=[CH:4][C:3]=1[OH:31].[NH2:32][C:33]1[CH:34]=[C:35]([CH:39]=[CH:40][CH:41]=1)[C:36](O)=O. No catalyst specified. The product is [NH2:32][C:33]1[CH:34]=[C:35]([C:36]2[O:31][C:3]3[CH:4]=[CH:5][C:6]4[NH:7][C:8]([C:14]5[C:15](=[O:30])[N:16]([NH:25][CH2:26][CH:27]([CH3:29])[CH3:28])[C:17]6[C:22]([C:23]=5[OH:24])=[CH:21][CH:20]=[CH:19][CH:18]=6)=[N:9][S:10](=[O:12])(=[O:13])[C:11]=4[C:2]=3[N:1]=2)[CH:39]=[CH:40][CH:41]=1. The yield is 0.380. (5) The catalyst is ClCCl. The reactants are C(OC([NH:8][C:9]1[S:13][C:12]([C:14]([O:16][CH2:17][CH3:18])=[O:15])=[C:11]([CH3:19])[CH:10]=1)=O)(C)(C)C.FC(F)(F)C(O)=O. The yield is 0.890. The product is [NH2:8][C:9]1[S:13][C:12]([C:14]([O:16][CH2:17][CH3:18])=[O:15])=[C:11]([CH3:19])[CH:10]=1. (6) The reactants are [S:1]1[C:5]2[CH2:6][CH2:7][CH2:8][CH2:9][C:4]=2[NH:3][C:2]1=[O:10].[H-].[Na+].Br[CH2:14][C:15]([C:17]1[CH:22]=[CH:21][C:20]([CH3:23])=[CH:19][CH:18]=1)=[O:16]. The catalyst is C1(C)C=CC=CC=1. The product is [CH3:23][C:20]1[CH:21]=[CH:22][C:17]([C:15](=[O:16])[CH2:14][N:3]2[C:4]3[CH2:9][CH2:8][CH2:7][CH2:6][C:5]=3[S:1][C:2]2=[O:10])=[CH:18][CH:19]=1. The yield is 0.480. (7) The reactants are [CH2:1]1[O:9][C:8]2[CH:7]=[CH:6][C:5]([CH2:10][CH2:11][C:12]([OH:14])=O)=[CH:4][C:3]=2[O:2]1.CN1CCOCC1.C(OC(Cl)=O)C(C)C.[NH2:30][C:31]1[CH:40]=[CH:39][C:34]([C:35]([O:37][CH3:38])=[O:36])=[CH:33][CH:32]=1. The catalyst is C1COCC1.CCOCC. The product is [O:9]1[C:8]2[CH:7]=[CH:6][C:5]([CH2:10][CH2:11][C:12]([NH:30][C:31]3[CH:32]=[CH:33][C:34]([C:35]([O:37][CH3:38])=[O:36])=[CH:39][CH:40]=3)=[O:14])=[CH:4][C:3]=2[O:2][CH2:1]1. The yield is 0.620. (8) The reactants are [CH3:1][N:2]([CH3:14])[C:3](=[O:13])[C:4]1[CH:9]=[CH:8][C:7]([N+:10]([O-])=O)=[CH:6][CH:5]=1. The catalyst is CO.[Pd]. The product is [NH2:10][C:7]1[CH:8]=[CH:9][C:4]([C:3]([N:2]([CH3:14])[CH3:1])=[O:13])=[CH:5][CH:6]=1. The yield is 0.930. (9) The catalyst is CC(C)=O. The yield is 0.470. The product is [Cl:14][C:15]1[CH:24]=[C:23]2[C:18]([C:19]([NH:25][CH:26]3[CH2:31][CH2:30][CH:29]([NH:3][C:2]([NH2:4])=[S:1])[CH2:28][CH2:27]3)=[CH:20][CH:21]=[N:22]2)=[CH:17][CH:16]=1. The reactants are [S-:1][C:2]#[N:3].[NH4+:4].C(Cl)(=O)C1C=CC=CC=1.[Cl:14][C:15]1[CH:24]=[C:23]2[C:18]([C:19]([NH:25][C@H:26]3[CH2:31][CH2:30][C@@H:29](NC4C5C(=CC(Cl)=CC=5)N=CC=4)[CH2:28][CH2:27]3)=[CH:20][CH:21]=[N:22]2)=[CH:17][CH:16]=1.O. (10) The reactants are C1(NC2CCCCC2)CCCCC1.CCCCCC.[CH2:20]([O:22][C:23]([CH:25]1[CH2:30][CH2:29][CH2:28][CH2:27][CH2:26]1)=[O:24])[CH3:21].Br[CH2:32][CH:33]([CH2:36][CH3:37])[CH2:34][CH3:35].Cl. The catalyst is C1COCC1.O. The product is [CH2:20]([O:22][C:23]([C:25]1([CH2:32][CH:33]([CH2:36][CH3:37])[CH2:34][CH3:35])[CH2:30][CH2:29][CH2:28][CH2:27][CH2:26]1)=[O:24])[CH3:21]. The yield is 0.790.